Dataset: Full USPTO retrosynthesis dataset with 1.9M reactions from patents (1976-2016). Task: Predict the reactants needed to synthesize the given product. (1) Given the product [N:21]1[C:22]2[CH:28]=[CH:27][CH:26]=[CH:25][C:23]=2[NH:24][C:20]=1[CH2:19][NH:18][C:12](=[O:14])[CH2:11][CH2:10][CH2:9][NH:8][C:6]([O:5][C:1]([CH3:2])([CH3:3])[CH3:4])=[O:7], predict the reactants needed to synthesize it. The reactants are: [C:1]([O:5][C:6]([NH:8][CH2:9][CH2:10][CH2:11][C:12]([OH:14])=O)=[O:7])([CH3:4])([CH3:3])[CH3:2].O.Cl.Cl.[NH2:18][CH2:19][C:20]1[NH:21][C:22]2[CH:28]=[CH:27][CH:26]=[CH:25][C:23]=2[N:24]=1.C(Cl)CCl.C1C=CC2N(O)N=NC=2C=1.O.CCN(CC)CC. (2) Given the product [ClH:3].[OH:30][NH:29][C:27]([C:24]1([S:37]([C:40]2[CH:41]=[CH:42][C:43]([C:46]3[CH:51]=[CH:50][C:49]([O:52][C:53]([F:58])([F:57])[CH:54]([F:56])[F:55])=[CH:48][CH:47]=3)=[CH:44][CH:45]=2)(=[O:39])=[O:38])[CH2:23][CH2:22][N:21]([CH:18]2[CH2:20][CH2:19]2)[CH2:26][CH2:25]1)=[O:28], predict the reactants needed to synthesize it. The reactants are: N#N.[Cl:3][Si](C)(C)C.FC(F)(F)C(F)(F)CCI.[CH:18]1([N:21]2[CH2:26][CH2:25][C:24]([S:37]([C:40]3[CH:45]=[CH:44][C:43]([C:46]4[CH:51]=[CH:50][C:49]([O:52][C:53]([F:58])([F:57])[CH:54]([F:56])[F:55])=[CH:48][CH:47]=4)=[CH:42][CH:41]=3)(=[O:39])=[O:38])([C:27]([NH:29][O:30]C3CCCCO3)=[O:28])[CH2:23][CH2:22]2)[CH2:20][CH2:19]1. (3) Given the product [C:26]([NH2:25])(=[O:34])[C:27]1[CH:32]=[CH:31][CH:30]=[CH:29][CH:28]=1, predict the reactants needed to synthesize it. The reactants are: C(OC(=O)N(CC1C=CC2N(CC3CCCN3C(=O)C(C#N)=CC(C)(C)C)C([NH:25][C:26](=[O:34])[C:27]3[CH:32]=[CH:31][C:30](Cl)=[CH:29][CH:28]=3)=NC=2C=1)[C@H](C(C)(C)C)C)C1C=CC=CC=1.Br.